Dataset: Peptide-MHC class I binding affinity with 185,985 pairs from IEDB/IMGT. Task: Regression. Given a peptide amino acid sequence and an MHC pseudo amino acid sequence, predict their binding affinity value. This is MHC class I binding data. (1) The peptide sequence is DADPPIPYSR. The MHC is HLA-A03:01 with pseudo-sequence HLA-A03:01. The binding affinity (normalized) is 0. (2) The binding affinity (normalized) is 0.960. The MHC is Mamu-A01 with pseudo-sequence Mamu-A01. The peptide sequence is YVPKEDYYF. (3) The peptide sequence is FVRTLFQQM. The MHC is HLA-B07:02 with pseudo-sequence HLA-B07:02. The binding affinity (normalized) is 0.426. (4) The peptide sequence is RTLNLFRYK. The MHC is HLA-A31:01 with pseudo-sequence HLA-A31:01. The binding affinity (normalized) is 1.00. (5) The peptide sequence is LLACAGLAYK. The MHC is HLA-A03:01 with pseudo-sequence HLA-A03:01. The binding affinity (normalized) is 0.714. (6) The peptide sequence is EIIPKIKAY. The MHC is HLA-B39:01 with pseudo-sequence HLA-B39:01. The binding affinity (normalized) is 0.0847. (7) The peptide sequence is PTDYAKPQY. The MHC is HLA-B40:01 with pseudo-sequence HLA-B40:01. The binding affinity (normalized) is 0.0847.